Dataset: Reaction yield outcomes from USPTO patents with 853,638 reactions. Task: Predict the reaction yield, written as a fraction of the theoretical maximum amount of product (1.0 means a 100% yield; for example, 0.34 means a 34% yield). (1) The reactants are [Br:1][C:2]1[N:3]=[C:4]([C:9]#[C:10][Si](C)(C)C)[C:5]([NH2:8])=[N:6][CH:7]=1.[H-].[Na+].[C:17]1([CH3:27])[CH:22]=[CH:21][C:20]([S:23](Cl)(=[O:25])=[O:24])=[CH:19][CH:18]=1. The catalyst is CN(C=O)C. The product is [Br:1][C:2]1[N:3]=[C:4]2[CH:9]=[CH:10][N:8]([S:23]([C:20]3[CH:21]=[CH:22][C:17]([CH3:27])=[CH:18][CH:19]=3)(=[O:25])=[O:24])[C:5]2=[N:6][CH:7]=1. The yield is 0.520. (2) The reactants are FC(F)(F)S(O[C:7]1[C:8]2[S:23](=[O:25])(=[O:24])[CH2:22][CH2:21][CH2:20][C:9]=2[N:10]=[C:11]([C:13]2[CH:18]=[CH:17][CH:16]=[C:15]([Cl:19])[CH:14]=2)[N:12]=1)(=O)=O.[NH2:28][C:29]1[CH:34]=[CH:33][C:32]([CH2:35][CH2:36][OH:37])=[CH:31][CH:30]=1. No catalyst specified. The product is [Cl:19][C:15]1[CH:14]=[C:13]([C:11]2[N:12]=[C:7]([NH:28][C:29]3[CH:34]=[CH:33][C:32]([CH2:35][CH2:36][OH:37])=[CH:31][CH:30]=3)[C:8]3[S:23](=[O:25])(=[O:24])[CH2:22][CH2:21][CH2:20][C:9]=3[N:10]=2)[CH:18]=[CH:17][CH:16]=1. The yield is 0.870. (3) The reactants are [Br:1]N1C(=O)CCC1=O.C([O:11][C:12]([C:14]1[C:19]([O:20][CH3:21])=[CH:18][CH:17]=[CH:16][N:15]=1)=[CH2:13])C. The catalyst is C1COCC1.O. The product is [Br:1][CH2:11][C:12]([C:14]1[C:19]([O:20][CH3:21])=[CH:18][CH:17]=[CH:16][N:15]=1)=[O:13]. The yield is 0.540. (4) The reactants are Cl[C:2]1[N:7]=[C:6]([N:8]([CH3:15])[S:9]([N:12]([CH3:14])[CH3:13])(=[O:11])=[O:10])[C:5]([Cl:16])=[C:4]([NH:17][C:18]2[CH:22]=[C:21]([CH3:23])[NH:20][N:19]=2)[N:3]=1.Cl.[F:25][C:26]1[CH:27]=[N:28][C:29]([C@@H:32]([NH2:34])[CH3:33])=[N:30][CH:31]=1.CCN(C(C)C)C(C)C. The catalyst is CCCCO. The product is [Cl:16][C:5]1[C:6]([N:8]([CH3:15])[S:9]([N:12]([CH3:14])[CH3:13])(=[O:11])=[O:10])=[N:7][C:2]([NH:34][C@H:32]([C:29]2[N:30]=[CH:31][C:26]([F:25])=[CH:27][N:28]=2)[CH3:33])=[N:3][C:4]=1[NH:17][C:18]1[CH:22]=[C:21]([CH3:23])[NH:20][N:19]=1. The yield is 0.896. (5) The reactants are [CH:1]1([CH2:4]O)[CH2:3][CH2:2]1.[NH:6]([C:15]([O:17][C:18]([CH3:21])([CH3:20])[CH3:19])=[O:16])[NH:7][C:8]([O:10][C:11]([CH3:14])([CH3:13])[CH3:12])=[O:9].C1(P(C2C=CC=CC=2)C2C=CC=CC=2)C=CC=CC=1.N(C(OC(C)(C)C)=O)=NC(OC(C)(C)C)=O. The catalyst is C1COCC1. The product is [CH:1]1([CH2:4][N:6]([C:15]([O:17][C:18]([CH3:21])([CH3:20])[CH3:19])=[O:16])[NH:7][C:8]([O:10][C:11]([CH3:12])([CH3:13])[CH3:14])=[O:9])[CH2:3][CH2:2]1. The yield is 0.960.